From a dataset of Forward reaction prediction with 1.9M reactions from USPTO patents (1976-2016). Predict the product of the given reaction. (1) Given the reactants [F:1][C:2]([F:15])([F:14])[C:3](=O)[CH2:4][C:5]([C:7]1[CH:12]=[CH:11][CH:10]=[CH:9][N:8]=1)=O.[NH2:16][C:17]1[NH:21][N:20]=[C:19]([C:22]([OH:24])=[O:23])[CH:18]=1, predict the reaction product. The product is: [N:8]1[CH:9]=[CH:10][CH:11]=[CH:12][C:7]=1[C:5]1[CH:4]=[C:3]([C:2]([F:15])([F:14])[F:1])[N:21]2[N:20]=[C:19]([C:22]([OH:24])=[O:23])[CH:18]=[C:17]2[N:16]=1. (2) Given the reactants [CH2:1]([O:3][C:4]([C:6]1[C:10]2[N:11]=[CH:12][N:13]=[C:14](Cl)[C:9]=2[NH:8][CH:7]=1)=[O:5])[CH3:2].[CH3:16][O:17][CH2:18][CH2:19][O:20][C:21]1[CH:29]=[CH:28][C:24]2[O:25][CH2:26][O:27][C:23]=2[C:22]=1B1OC(C)(C)C(C)(C)O1, predict the reaction product. The product is: [CH2:1]([O:3][C:4]([C:6]1[C:10]2[N:11]=[CH:12][N:13]=[C:14]([C:22]3[C:23]4[O:27][CH2:26][O:25][C:24]=4[CH:28]=[CH:29][C:21]=3[O:20][CH2:19][CH2:18][O:17][CH3:16])[C:9]=2[NH:8][CH:7]=1)=[O:5])[CH3:2]. (3) Given the reactants [F:1][C:2]([F:18])([C:6]1[CH:7]=[C:8]2[C:13](=[CH:14][CH:15]=1)[N:12]=[CH:11][C:10]([O:16][CH3:17])=[CH:9]2)[C:3]([OH:5])=O.S(Cl)(Cl)=O.C(N(CC)CC)C.[F:30][C:31]1[C:32]([NH:43][NH2:44])=[N:33][CH:34]=[C:35]([C:37]2[CH:38]=[N:39][N:40]([CH3:42])[CH:41]=2)[CH:36]=1, predict the reaction product. The product is: [F:18][C:2]([F:1])([C:6]1[CH:7]=[C:8]2[C:13](=[CH:14][CH:15]=1)[N:12]=[CH:11][C:10]([O:16][CH3:17])=[CH:9]2)[C:3]([NH:44][NH:43][C:32]1[C:31]([F:30])=[CH:36][C:35]([C:37]2[CH:38]=[N:39][N:40]([CH3:42])[CH:41]=2)=[CH:34][N:33]=1)=[O:5]. (4) Given the reactants [CH:1]1([CH2:4][N:5]([CH2:15][CH2:16][CH3:17])[C:6]2[N:11]=[CH:10][N:9]=[C:8]([C:12]([OH:14])=O)[CH:7]=2)[CH2:3][CH2:2]1.[NH2:18][C:19]1[CH:20]=[C:21]2[C:25](=[CH:26][CH:27]=1)[N:24]([C:28]([O:30][C:31]([CH3:34])([CH3:33])[CH3:32])=[O:29])[N:23]=[C:22]2[CH2:35][CH2:36][C:37]([O:39][CH3:40])=[O:38], predict the reaction product. The product is: [CH:1]1([CH2:4][N:5]([CH2:15][CH2:16][CH3:17])[C:6]2[N:11]=[CH:10][N:9]=[C:8]([C:12]([NH:18][C:19]3[CH:20]=[C:21]4[C:25](=[CH:26][CH:27]=3)[N:24]([C:28]([O:30][C:31]([CH3:32])([CH3:33])[CH3:34])=[O:29])[N:23]=[C:22]4[CH2:35][CH2:36][C:37]([O:39][CH3:40])=[O:38])=[O:14])[CH:7]=2)[CH2:2][CH2:3]1. (5) Given the reactants N[C:2]1[CH:11]=[CH:10][C:5]2[NH:6][C:7](=[O:9])[S:8][C:4]=2[CH:3]=1.N([O-])=O.[Na+].B(F)(F)F.O1[CH2:25][CH2:24]OCC1, predict the reaction product. The product is: [C:2]1([CH:24]=[CH:25][C:2]2[CH:11]=[CH:10][C:5]3[NH:6][C:7](=[O:9])[S:8][C:4]=3[CH:3]=2)[CH:11]=[CH:10][CH:5]=[CH:4][CH:3]=1. (6) Given the reactants C=CCCCCCCCC.C(=O)=O.O=[O+][O-].[C:17](O)(=[O:26])[CH2:18][CH2:19][CH2:20][CH2:21][CH2:22][CH2:23][CH2:24][CH3:25], predict the reaction product. The product is: [CH:17](=[O:26])[CH2:18][CH2:19][CH2:20][CH2:21][CH2:22][CH2:23][CH2:24][CH3:25]. (7) Given the reactants [N:1]([CH2:4][C@@H:5]1[O:9][C:8](=[O:10])[N:7]([C:11]2[CH:16]=[CH:15][C:14]([C:17]3[O:18][CH:19]=[C:20]([CH2:22][N:23]4[CH:27]=[CH:26][CH:25]=[N:24]4)[N:21]=3)=[C:13]([F:28])[CH:12]=2)[CH2:6]1)=[N+]=[N-].O.[C:30](OC(=O)C)(=[O:32])[CH3:31], predict the reaction product. The product is: [F:28][C:13]1[CH:12]=[C:11]([N:7]2[CH2:6][C@H:5]([CH2:4][NH:1][C:30](=[O:32])[CH3:31])[O:9][C:8]2=[O:10])[CH:16]=[CH:15][C:14]=1[C:17]1[O:18][CH:19]=[C:20]([CH2:22][N:23]2[CH:27]=[CH:26][CH:25]=[N:24]2)[N:21]=1. (8) Given the reactants [NH:1]1[C:9]2[C:4](=[CH:5][CH:6]=[CH:7][CH:8]=2)[CH:3]=[CH:2]1.[H-].[Na+].Cl[CH2:13][C:14]([NH:16][CH2:17][CH2:18][N:19]([CH:21]1[CH2:26][CH2:25][CH2:24][CH2:23][CH2:22]1)[CH3:20])=[O:15], predict the reaction product. The product is: [CH:21]1([N:19]([CH3:20])[CH2:18][CH2:17][NH:16][C:14](=[O:15])[CH2:13][N:1]2[C:9]3[C:4](=[CH:5][CH:6]=[CH:7][CH:8]=3)[CH:3]=[CH:2]2)[CH2:26][CH2:25][CH2:24][CH2:23][CH2:22]1.